From a dataset of Forward reaction prediction with 1.9M reactions from USPTO patents (1976-2016). Predict the product of the given reaction. (1) Given the reactants [Cl:1][C:2]1[CH:3]=[C:4]([NH:11][CH2:12][CH:13]2[CH2:18][CH2:17][O:16][CH2:15][CH2:14]2)[C:5]2[N:6]([CH:8]=[CH:9][N:10]=2)[N:7]=1.[CH3:19][C:20]([O:23][C:24](O[C:24]([O:23][C:20]([CH3:22])([CH3:21])[CH3:19])=[O:25])=[O:25])([CH3:22])[CH3:21], predict the reaction product. The product is: [Cl:1][C:2]1[CH:3]=[C:4]([N:11]([CH2:12][CH:13]2[CH2:14][CH2:15][O:16][CH2:17][CH2:18]2)[C:24](=[O:25])[O:23][C:20]([CH3:22])([CH3:21])[CH3:19])[C:5]2[N:6]([CH:8]=[CH:9][N:10]=2)[N:7]=1. (2) Given the reactants [CH2:1]([N:3]1[C:7]2=[N:8][C:9]([CH2:61][CH3:62])=[C:10]([CH2:19][NH:20][C:21]([C:23]3[CH:24]=[C:25]([C:29]([NH:31][CH2:32][C:33]4[C:34]([F:60])=[C:35]([C:39]5[CH:44]=[CH:43][CH:42]=[C:41]([CH2:45][N:46]6[CH2:51][CH2:50][N:49](C(OC(C)(C)C)=O)[C@@H:48]([CH3:59])[CH2:47]6)[CH:40]=5)[CH:36]=[CH:37][CH:38]=4)=[O:30])[CH:26]=[CH:27][CH:28]=3)=[O:22])[C:11]([NH:12][CH:13]3[CH2:18][CH2:17][O:16][CH2:15][CH2:14]3)=[C:6]2[CH:5]=[N:4]1)[CH3:2].C(O)(C(F)(F)F)=O, predict the reaction product. The product is: [CH2:1]([N:3]1[C:7]2=[N:8][C:9]([CH2:61][CH3:62])=[C:10]([CH2:19][NH:20][C:21]([C:23]3[CH:28]=[CH:27][CH:26]=[C:25]([C:29]([NH:31][CH2:32][C:33]4[C:34]([F:60])=[C:35]([C:39]5[CH:44]=[CH:43][CH:42]=[C:41]([CH2:45][N:46]6[CH2:51][CH2:50][NH:49][C@@H:48]([CH3:59])[CH2:47]6)[CH:40]=5)[CH:36]=[CH:37][CH:38]=4)=[O:30])[CH:24]=3)=[O:22])[C:11]([NH:12][CH:13]3[CH2:18][CH2:17][O:16][CH2:15][CH2:14]3)=[C:6]2[CH:5]=[N:4]1)[CH3:2].